Dataset: Full USPTO retrosynthesis dataset with 1.9M reactions from patents (1976-2016). Task: Predict the reactants needed to synthesize the given product. Given the product [CH:28]([S:25]([C:20]1[CH:21]=[CH:22][CH:23]=[CH:24][C:19]=1[NH:18][C:16]1[N:15]=[CH:14][N:13]=[C:12]([NH:11][C:10]2[C:4]3[O:3][C@H:2]([CH3:1])[CH2:6][C:5]=3[C:7]([CH:32]3[CH2:33][CH2:34][N:35]([CH2:39][C:40]([N:42]([CH3:44])[CH3:43])=[O:41])[CH2:36][CH2:37]3)=[C:8]([CH3:31])[CH:9]=2)[N:17]=1)(=[O:27])=[O:26])([CH3:29])[CH3:30], predict the reactants needed to synthesize it. The reactants are: [CH3:1][C@@H:2]1[CH2:6][C:5]2[C:7]([CH:32]3[CH2:37][CH2:36][NH:35][CH2:34][CH2:33]3)=[C:8]([CH3:31])[CH:9]=[C:10]([NH:11][C:12]3[N:17]=[C:16]([NH:18][C:19]4[CH:24]=[CH:23][CH:22]=[CH:21][C:20]=4[S:25]([CH:28]([CH3:30])[CH3:29])(=[O:27])=[O:26])[N:15]=[CH:14][N:13]=3)[C:4]=2[O:3]1.Cl[CH2:39][C:40]([N:42]([CH3:44])[CH3:43])=[O:41].C([O-])([O-])=O.[K+].[K+].